From a dataset of Full USPTO retrosynthesis dataset with 1.9M reactions from patents (1976-2016). Predict the reactants needed to synthesize the given product. (1) Given the product [ClH:33].[NH2:25][CH2:24][C:7]1[N:8]([CH2:20][CH:21]2[CH2:22][CH2:23]2)[C:9](=[O:19])[C:10]2[C:15]([C:6]=1[O:5][CH2:1][CH2:2][CH2:3][CH3:4])=[CH:14][C:13]([C:16]([NH2:18])=[O:17])=[CH:12][CH:11]=2, predict the reactants needed to synthesize it. The reactants are: [CH2:1]([O:5][C:6]1[C:15]2[C:10](=[CH:11][CH:12]=[C:13]([C:16]([NH2:18])=[O:17])[CH:14]=2)[C:9](=[O:19])[N:8]([CH2:20][CH:21]2[CH2:23][CH2:22]2)[C:7]=1[CH2:24][NH:25]C(OC(C)(C)C)=O)[CH2:2][CH2:3][CH3:4].[ClH:33]. (2) Given the product [F:1][C:2]1[CH:7]=[C:6]([O:8][CH2:9][C:10]([F:13])([F:12])[F:11])[C:5]([N+:14]([O-:16])=[O:15])=[CH:4][C:3]=1[S:17]([NH:26][CH3:24])(=[O:19])=[O:18], predict the reactants needed to synthesize it. The reactants are: [F:1][C:2]1[CH:7]=[C:6]([O:8][CH2:9][C:10]([F:13])([F:12])[F:11])[C:5]([N+:14]([O-:16])=[O:15])=[CH:4][C:3]=1[S:17](Cl)(=[O:19])=[O:18].Cl.CN.[CH2:24]([N:26](CC)CC)C.Cl. (3) Given the product [F:1][C:2]([F:27])([F:26])[CH2:3][NH:4][C:5]([C:7]1([CH2:21][CH2:22][CH2:23][CH2:24][N:34]2[C@H:33]([CH3:35])[CH2:32][N:31]([C:36]3[S:37][C:38]4[CH:44]=[CH:43][CH:42]=[CH:41][C:39]=4[N:40]=3)[CH2:30][C@@H:29]2[CH3:28])[C:20]2[CH:19]=[CH:18][CH:17]=[CH:16][C:15]=2[O:14][C:13]2[C:8]1=[CH:9][CH:10]=[CH:11][CH:12]=2)=[O:6], predict the reactants needed to synthesize it. The reactants are: [F:1][C:2]([F:27])([F:26])[CH2:3][NH:4][C:5]([C:7]1([CH2:21][CH2:22][CH2:23][CH2:24]Br)[C:20]2[CH:19]=[CH:18][CH:17]=[CH:16][C:15]=2[O:14][C:13]2[C:8]1=[CH:9][CH:10]=[CH:11][CH:12]=2)=[O:6].[CH3:28][C@H:29]1[NH:34][C@@H:33]([CH3:35])[CH2:32][N:31]([C:36]2[S:37][C:38]3[CH:44]=[CH:43][CH:42]=[CH:41][C:39]=3[N:40]=2)[CH2:30]1. (4) Given the product [C:24]([C:26]1[CH:31]=[CH:30][C:29]([C:2]2[CH:3]=[CH:4][C:5]([CH2:8][N:9]([CH3:23])[CH:10]3[CH2:15][CH2:14][N:13]([C:16]([O:18][C:19]([CH3:22])([CH3:21])[CH3:20])=[O:17])[CH2:12][CH2:11]3)=[N:6][CH:7]=2)=[CH:28][CH:27]=1)#[N:25], predict the reactants needed to synthesize it. The reactants are: Br[C:2]1[CH:3]=[CH:4][C:5]([CH2:8][N:9]([CH3:23])[CH:10]2[CH2:15][CH2:14][N:13]([C:16]([O:18][C:19]([CH3:22])([CH3:21])[CH3:20])=[O:17])[CH2:12][CH2:11]2)=[N:6][CH:7]=1.[C:24]([C:26]1[CH:31]=[CH:30][C:29](B(O)O)=[CH:28][CH:27]=1)#[N:25].C([O-])([O-])=O.[K+].[K+].O1CCOCC1. (5) The reactants are: [Br:1][C:2]1[CH:3]=[CH:4][C:5]2[N:6]([C:8](I)=[CH:9][N:10]=2)[N:7]=1.[C:12]([Si:14]([CH3:17])([CH3:16])[CH3:15])#[CH:13].CCN(C(C)C)C(C)C. Given the product [Br:1][C:2]1[CH:3]=[CH:4][C:5]2[N:6]([C:8]([C:13]#[C:12][Si:14]([CH3:17])([CH3:16])[CH3:15])=[CH:9][N:10]=2)[N:7]=1, predict the reactants needed to synthesize it.